This data is from Catalyst prediction with 721,799 reactions and 888 catalyst types from USPTO. The task is: Predict which catalyst facilitates the given reaction. Reactant: [N:1]1([CH2:7][CH2:8][NH2:9])[CH2:6][CH2:5][O:4][CH2:3][CH2:2]1.Cl[C:11]1[N:16]=[CH:15][C:14]2[C:17](=[C:22]3[C:30]4[C:25](=[CH:26][CH:27]=[CH:28][CH:29]=4)[NH:24][C:23]3=[O:31])[O:18][CH:19]([CH2:20][CH3:21])[C:13]=2[C:12]=1Cl. Product: [CH2:20]([CH:19]1[C:13]2[CH:12]=[C:11]([NH:9][CH2:8][CH2:7][N:1]3[CH2:6][CH2:5][O:4][CH2:3][CH2:2]3)[N:16]=[CH:15][C:14]=2[C:17](=[C:22]2[C:30]3[C:25](=[CH:26][CH:27]=[CH:28][CH:29]=3)[NH:24][C:23]2=[O:31])[O:18]1)[CH3:21]. The catalyst class is: 12.